From a dataset of Catalyst prediction with 721,799 reactions and 888 catalyst types from USPTO. Predict which catalyst facilitates the given reaction. Reactant: C[O:2][C:3]([C:5]1[CH:6]=[C:7]2[C:13]([C:14](=[O:30])[C:15]3[C:20]([F:21])=[CH:19][CH:18]=[C:17]([NH:22][S:23]([CH2:26][CH2:27][CH3:28])(=[O:25])=[O:24])[C:16]=3[F:29])=[CH:12][NH:11][C:8]2=[N:9][CH:10]=1)=[O:4].O.[OH-].[Li+].Cl. Product: [F:29][C:16]1[C:17]([NH:22][S:23]([CH2:26][CH2:27][CH3:28])(=[O:25])=[O:24])=[CH:18][CH:19]=[C:20]([F:21])[C:15]=1[C:14]([C:13]1[C:7]2[C:8](=[N:9][CH:10]=[C:5]([C:3]([OH:4])=[O:2])[CH:6]=2)[NH:11][CH:12]=1)=[O:30]. The catalyst class is: 7.